Dataset: Catalyst prediction with 721,799 reactions and 888 catalyst types from USPTO. Task: Predict which catalyst facilitates the given reaction. (1) Reactant: [Br:1][C:2]1[CH:11]=[CH:10][C:5]([C:6]([O:8]C)=O)=[C:4]([CH2:12]Br)[CH:3]=1.[CH:14]1([NH2:19])[CH2:18][CH2:17][CH2:16][CH2:15]1.C(N(CC)CC)C. Product: [Br:1][C:2]1[CH:3]=[C:4]2[C:5](=[CH:10][CH:11]=1)[C:6](=[O:8])[N:19]([CH:14]1[CH2:18][CH2:17][CH2:16][CH2:15]1)[CH2:12]2. The catalyst class is: 11. (2) Reactant: [Cl:1][C:2]1[CH:3]=[C:4]2[C:8](=[CH:9][CH:10]=1)[NH:7][C:6]1[CH:11]([CH3:16])[N:12]([CH3:15])[CH2:13][CH2:14][C:5]2=1.N1CCC[C@H]1C(O)=O.[O-]P([O-])([O-])=O.[K+].[K+].[K+].Br[CH:34]=[C:35]([C:37]1[CH:42]=[CH:41][C:40]([O:43][CH3:44])=[CH:39][CH:38]=1)[CH3:36]. Product: [Cl:1][C:2]1[CH:3]=[C:4]2[C:8](=[CH:9][CH:10]=1)[N:7]([CH:34]=[C:35]([C:37]1[CH:38]=[CH:39][C:40]([O:43][CH3:44])=[CH:41][CH:42]=1)[CH3:36])[C:6]1[CH:11]([CH3:16])[N:12]([CH3:15])[CH2:13][CH2:14][C:5]2=1. The catalyst class is: 122. (3) Reactant: [CH3:1][O:2][C:3](=[O:22])[CH2:4][CH:5]1[C:9]2=[CH:10][C:11]3[C:12]([C:19]([CH3:21])=[CH2:20])=[CH:13][C:14]([O:17][CH3:18])=[CH:15][C:16]=3[N:8]2[CH2:7][CH2:6]1. Product: [CH3:1][O:2][C:3](=[O:22])[CH2:4][CH:5]1[C:9]2=[CH:10][C:11]3[C:12]([CH:19]([CH3:20])[CH3:21])=[CH:13][C:14]([O:17][CH3:18])=[CH:15][C:16]=3[N:8]2[CH2:7][CH2:6]1. The catalyst class is: 50.